Regression. Given two drug SMILES strings and cell line genomic features, predict the synergy score measuring deviation from expected non-interaction effect. From a dataset of NCI-60 drug combinations with 297,098 pairs across 59 cell lines. (1) Drug 1: CCCS(=O)(=O)NC1=C(C(=C(C=C1)F)C(=O)C2=CNC3=C2C=C(C=N3)C4=CC=C(C=C4)Cl)F. Drug 2: CC1C(C(=O)NC(C(=O)N2CCCC2C(=O)N(CC(=O)N(C(C(=O)O1)C(C)C)C)C)C(C)C)NC(=O)C3=C4C(=C(C=C3)C)OC5=C(C(=O)C(=C(C5=N4)C(=O)NC6C(OC(=O)C(N(C(=O)CN(C(=O)C7CCCN7C(=O)C(NC6=O)C(C)C)C)C)C(C)C)C)N)C. Cell line: U251. Synergy scores: CSS=36.5, Synergy_ZIP=15.1, Synergy_Bliss=19.1, Synergy_Loewe=19.5, Synergy_HSA=18.9. (2) Drug 1: C1CCC(CC1)NC(=O)N(CCCl)N=O. Drug 2: C1=NNC2=C1C(=O)NC=N2. Cell line: MCF7. Synergy scores: CSS=9.27, Synergy_ZIP=-3.41, Synergy_Bliss=-1.83, Synergy_Loewe=-6.74, Synergy_HSA=-2.14. (3) Drug 1: CCC1=CC2CC(C3=C(CN(C2)C1)C4=CC=CC=C4N3)(C5=C(C=C6C(=C5)C78CCN9C7C(C=CC9)(C(C(C8N6C)(C(=O)OC)O)OC(=O)C)CC)OC)C(=O)OC.C(C(C(=O)O)O)(C(=O)O)O. Drug 2: C(=O)(N)NO. Cell line: OVCAR-5. Synergy scores: CSS=41.5, Synergy_ZIP=-0.254, Synergy_Bliss=0.230, Synergy_Loewe=-53.9, Synergy_HSA=-0.839. (4) Drug 1: CCC1(CC2CC(C3=C(CCN(C2)C1)C4=CC=CC=C4N3)(C5=C(C=C6C(=C5)C78CCN9C7C(C=CC9)(C(C(C8N6C)(C(=O)OC)O)OC(=O)C)CC)OC)C(=O)OC)O.OS(=O)(=O)O. Drug 2: C1=NC2=C(N1)C(=S)N=CN2. Cell line: NCIH23. Synergy scores: CSS=36.3, Synergy_ZIP=-4.75, Synergy_Bliss=0.204, Synergy_Loewe=2.05, Synergy_HSA=1.78.